Dataset: Full USPTO retrosynthesis dataset with 1.9M reactions from patents (1976-2016). Task: Predict the reactants needed to synthesize the given product. (1) Given the product [CH3:1][C:2]1[C:10]2[C:9]([C:11]([OH:16])=[O:13])=[N:8][CH:7]=[N:6][C:5]=2[S:4][CH:3]=1, predict the reactants needed to synthesize it. The reactants are: [CH3:1][C:2]1[C:10]2[C:9]([C:11]#N)=[N:8][CH:7]=[N:6][C:5]=2[S:4][CH:3]=1.[OH-:13].[Na+].Cl.[OH2:16]. (2) Given the product [CH2:17]([O:16][CH:5]([CH2:6][C:7]1[CH:8]=[C:9]2[C:13](=[CH:14][CH:15]=1)[N:12]([CH2:21][C:22]1[N:23]=[C:24]([C:28]3[CH:33]=[CH:32][CH:31]=[CH:30][C:29]=3[CH3:34])[O:25][C:26]=1[CH3:27])[CH:11]=[CH:10]2)[C:4]([OH:3])=[O:19])[CH3:18], predict the reactants needed to synthesize it. The reactants are: C([O:3][C:4](=[O:19])[CH:5]([O:16][CH2:17][CH3:18])[CH2:6][C:7]1[CH:8]=[C:9]2[C:13](=[CH:14][CH:15]=1)[NH:12][CH:11]=[CH:10]2)C.Cl[CH2:21][C:22]1[N:23]=[C:24]([C:28]2[CH:33]=[CH:32][CH:31]=[CH:30][C:29]=2[CH3:34])[O:25][C:26]=1[CH3:27]. (3) Given the product [N+:1]([C:4]1[CH:16]=[CH:15][C:14]2[C:13]3[C:8](=[CH:9][CH:10]=[CH:11][CH:12]=3)[C:7](=[CH:17][C:18]3[CH:24]=[CH:23][CH:22]=[CH:21][C:19]=3[OH:20])[C:6]=2[CH:5]=1)([O-:3])=[O:2], predict the reactants needed to synthesize it. The reactants are: [N+:1]([C:4]1[CH:16]=[CH:15][C:14]2[C:13]3[C:8](=[CH:9][CH:10]=[CH:11][CH:12]=3)[CH2:7][C:6]=2[CH:5]=1)([O-:3])=[O:2].[CH:17](=O)[C:18]1[C:19](=[CH:21][CH:22]=[CH:23][CH:24]=1)[OH:20].C(Cl)Cl. (4) Given the product [F:20][C:17]1[CH:18]=[CH:19][C:14]([CH:8]([C:5]2[CH:4]=[CH:3][C:2]([F:1])=[CH:7][CH:6]=2)[S:9][CH2:10][C:11]([NH:30][CH2:29][CH2:28][CH2:27][C:21]2[CH:26]=[CH:25][CH:24]=[CH:23][CH:22]=2)=[O:13])=[CH:15][CH:16]=1, predict the reactants needed to synthesize it. The reactants are: [F:1][C:2]1[CH:7]=[CH:6][C:5]([CH:8]([C:14]2[CH:19]=[CH:18][C:17]([F:20])=[CH:16][CH:15]=2)[S:9][CH2:10][C:11]([OH:13])=O)=[CH:4][CH:3]=1.[C:21]1([CH2:27][CH2:28][CH2:29][NH2:30])[CH:26]=[CH:25][CH:24]=[CH:23][CH:22]=1. (5) Given the product [CH:1]1([O:7][CH:8]([C:12]2[CH:17]=[CH:16][C:15]([Cl:18])=[C:14]([Cl:19])[CH:13]=2)[C:9]([NH:11][C:22]([NH:21][CH3:20])=[O:23])=[O:10])[CH2:6][CH2:5][CH2:4][CH2:3][CH2:2]1, predict the reactants needed to synthesize it. The reactants are: [CH:1]1([O:7][CH:8]([C:12]2[CH:17]=[CH:16][C:15]([Cl:18])=[C:14]([Cl:19])[CH:13]=2)[C:9]([NH2:11])=[O:10])[CH2:6][CH2:5][CH2:4][CH2:3][CH2:2]1.[CH3:20][N:21]=[C:22]=[O:23].